Dataset: Reaction yield outcomes from USPTO patents with 853,638 reactions. Task: Predict the reaction yield, written as a fraction of the theoretical maximum amount of product (1.0 means a 100% yield; for example, 0.34 means a 34% yield). (1) The reactants are [Si:1]([O:8][C@@H:9]1[C@@:28]2([CH3:29])[C:13](=[CH:14][CH:15]=[C:16]3[C@@H:27]2[CH2:26][CH2:25][C@@:24]2([CH3:30])[C@H:17]3[CH2:18][CH:19]=[C:20]2[C@@H:21]([OH:23])[CH3:22])[CH2:12][C@@H:11]([O:31][Si:32]([C:35]([CH3:38])([CH3:37])[CH3:36])([CH3:34])[CH3:33])[CH2:10]1)([C:4]([CH3:7])([CH3:6])[CH3:5])([CH3:3])[CH3:2].[H-].[Na+].C1OCCOCCOCCOCCOC1.Br[CH2:57]/[CH:58]=[CH:59]/[C:60]([CH3:70])([O:62][Si:63]([CH2:68][CH3:69])([CH2:66][CH3:67])[CH2:64][CH3:65])[CH3:61]. The catalyst is O1CCCC1. The product is [Si:1]([O:8][C@@H:9]1[C@@:28]2([CH3:29])[C:13](=[CH:14][CH:15]=[C:16]3[C@@H:27]2[CH2:26][CH2:25][C@@:24]2([CH3:30])[C@H:17]3[CH2:18][CH:19]=[C:20]2[C@@H:21]([O:23][CH2:57]/[CH:58]=[CH:59]/[C:60]([CH3:70])([O:62][Si:63]([CH2:66][CH3:67])([CH2:68][CH3:69])[CH2:64][CH3:65])[CH3:61])[CH3:22])[CH2:12][C@@H:11]([O:31][Si:32]([C:35]([CH3:37])([CH3:36])[CH3:38])([CH3:33])[CH3:34])[CH2:10]1)([C:4]([CH3:7])([CH3:6])[CH3:5])([CH3:3])[CH3:2]. The yield is 0.990. (2) The reactants are Br[C:2]1[CH:3]=[C:4]([C:8]([NH:10][C@@H:11]([CH2:24][C:25]2[CH:30]=[CH:29][CH:28]=[CH:27][C:26]=2[C:31]([F:34])([F:33])[F:32])[CH2:12][N:13]2[C:21](=[O:22])[C:20]3[C:15](=[CH:16][CH:17]=[CH:18][CH:19]=3)[C:14]2=[O:23])=[O:9])[S:5][C:6]=1[Cl:7].C([O-])([O-])=O.[Na+].[Na+].[CH3:41][N:42]1[C:46](B2OC(C)(C)C(C)(C)O2)=[C:45]([CH3:56])[CH:44]=[N:43]1. The catalyst is C1COCC1.C1C=CC(P(C2C=CC=CC=2)[C-]2C=CC=C2)=CC=1.C1C=CC(P(C2C=CC=CC=2)[C-]2C=CC=C2)=CC=1.Cl[Pd]Cl.[Fe+2]. The product is [Cl:7][C:6]1[S:5][C:4]([C:8]([NH:10][C@@H:11]([CH2:24][C:25]2[CH:30]=[CH:29][CH:28]=[CH:27][C:26]=2[C:31]([F:34])([F:33])[F:32])[CH2:12][N:13]2[C:21](=[O:22])[C:20]3[C:15](=[CH:16][CH:17]=[CH:18][CH:19]=3)[C:14]2=[O:23])=[O:9])=[CH:3][C:2]=1[C:46]1[N:42]([CH3:41])[N:43]=[CH:44][C:45]=1[CH3:56]. The yield is 0.734. (3) The reactants are [CH:1]1([N:6]2[C:11]3[N:12]=[C:13]([S:17][CH3:18])[N:14]=[C:15]([CH3:16])[C:10]=3[CH:9]=[C:8]([C:19]3[CH:20]=[N:21][NH:22][CH:23]=3)[C:7]2=[O:24])[CH2:5][CH2:4][CH2:3][CH2:2]1.[CH3:25][C:26]1([CH3:29])[CH2:28][O:27]1.C(=O)([O-])[O-].[K+].[K+]. The catalyst is CS(C)=O. The product is [CH:1]1([N:6]2[C:11]3[N:12]=[C:13]([S:17][CH3:18])[N:14]=[C:15]([CH3:16])[C:10]=3[CH:9]=[C:8]([C:19]3[CH:20]=[N:21][N:22]([CH2:25][C:26]([OH:27])([CH3:29])[CH3:28])[CH:23]=3)[C:7]2=[O:24])[CH2:5][CH2:4][CH2:3][CH2:2]1. The yield is 0.120.